This data is from Forward reaction prediction with 1.9M reactions from USPTO patents (1976-2016). The task is: Predict the product of the given reaction. (1) Given the reactants [CH2:1]([N:5]1[C:13]2[N:12]=[C:11]([Cl:14])[N:10](CC=C)[C:9]=2[C:8](=[O:18])[N:7]([CH2:19][CH2:20][CH2:21][CH2:22][C:23]2[N:24]=[CH:25][NH:26]C=2)[C:6]1=[O:28])[CH2:2][CH2:3][CH3:4].Cl[CH2:30][C:31]1[CH:36]=[CH:35][CH:34]=[C:33]([C:37]([F:40])([F:39])[F:38])[CH:32]=1.CCN(C(C)C)C(C)C.N1CCOCC1, predict the reaction product. The product is: [CH2:1]([N:5]1[C:13]2[N:12]=[C:11]([Cl:14])[NH:10][C:9]=2[C:8](=[O:18])[N:7]([CH2:19][CH2:20][CH2:21][C:22]2[N:26]=[CH:25][N:24]([CH2:30][C:31]3[CH:36]=[CH:35][CH:34]=[C:33]([C:37]([F:38])([F:39])[F:40])[CH:32]=3)[CH:23]=2)[C:6]1=[O:28])[CH2:2][CH2:3][CH3:4]. (2) Given the reactants OO.FC(F)(F)C(C(F)(F)F)=[O:6].[F:13][C:14]([F:34])([CH:17]([F:33])[O:18][C:19]([F:32])([F:31])[C:20]([F:30])([F:29])[C:21]([F:28])([F:27])[O:22][C:23]([F:26])([F:25])[F:24])[CH2:15][OH:16], predict the reaction product. The product is: [F:13][C:14]([F:34])([CH:17]([F:33])[O:18][C:19]([F:32])([F:31])[C:20]([F:29])([F:30])[C:21]([F:27])([F:28])[O:22][C:23]([F:24])([F:25])[F:26])[C:15]([OH:6])=[O:16]. (3) The product is: [F:30][C:29]([F:32])([F:31])[S:26]([O:43][C:8]1[C:3]([CH2:10][F:11])([CH2:2][F:1])[CH2:4][CH2:5][CH2:6][CH:7]=1)(=[O:28])=[O:27]. Given the reactants [F:1][CH2:2][C:3]1([CH2:10][F:11])[CH2:8][CH2:7][C:6](=O)[CH2:5][CH2:4]1.C1C=CC(N([S:26]([C:29]([F:32])([F:31])[F:30])(=[O:28])=[O:27])[S:26]([C:29]([F:32])([F:31])[F:30])(=[O:28])=[O:27])=CC=1.C[Si]([N-][Si](C)(C)C)(C)C.[K+].[O:43]1CCCC1, predict the reaction product. (4) Given the reactants Br[C:2]1[CH:7]=[CH:6][C:5]([C:8]2[N:12]([C@H:13]3[CH2:17][CH2:16][O:15][CH2:14]3)[N:11]=[CH:10][C:9]=2[C:18]([O:20][CH2:21][CH3:22])=[O:19])=[C:4]([N+:23]([O-:25])=[O:24])[CH:3]=1.[N+](C1C=C(B2OC(C)(C)C(C)(C)O2)C=CC=1C1N([C@H]2CCOC2)N=CC=1C(OCC)=O)([O-])=O.I[C:60]1[C:65]([CH3:66])=[CH:64][N:63]=[C:62]([O:67][CH:68]([CH3:70])[CH3:69])[C:61]=1[CH3:71].O, predict the reaction product. The product is: [CH:68]([O:67][C:62]1[C:61]([CH3:71])=[C:60]([C:2]2[CH:7]=[CH:6][C:5]([C:8]3[N:12]([C@H:13]4[CH2:17][CH2:16][O:15][CH2:14]4)[N:11]=[CH:10][C:9]=3[C:18]([O:20][CH2:21][CH3:22])=[O:19])=[C:4]([N+:23]([O-:25])=[O:24])[CH:3]=2)[C:65]([CH3:66])=[CH:64][N:63]=1)([CH3:70])[CH3:69]. (5) The product is: [NH2:1][C:2]1[CH:18]=[CH:17][C:5]([C:6]2[C:8]3[CH2:13][CH2:12][CH2:11][CH2:10][C:9]=3[C:14](=[O:15])[NH:21][N:20]=2)=[CH:4][CH:3]=1. Given the reactants [NH2:1][C:2]1[CH:18]=[CH:17][C:5]([C:6]([C:8]2[CH2:13][CH2:12][CH2:11][CH2:10][C:9]=2[C:14](O)=[O:15])=O)=[CH:4][CH:3]=1.O.[NH2:20][NH2:21], predict the reaction product. (6) Given the reactants [CH3:1][O:2][C:3]1[CH:8]=[CH:7][C:6]([C:9]2[CH:10]=[N:11][CH:12]=[C:13]3[C:18]=2[N:17]=[C:16]([C:19](O)=[O:20])[CH:15]=[CH:14]3)=[CH:5][CH:4]=1.C(N(CC)C(C)C)(C)C.F[P-](F)(F)(F)(F)F.N1(OC(N(C)C)=[N+](C)C)C2N=CC=CC=2N=N1.[CH3:55][C:56]1[CH:60]=[C:59]([CH3:61])[N:58]([CH2:62][CH2:63][CH2:64][NH2:65])[N:57]=1, predict the reaction product. The product is: [CH3:55][C:56]1[CH:60]=[C:59]([CH3:61])[N:58]([CH2:62][CH2:63][CH2:64][NH:65][C:19]([C:16]2[CH:15]=[CH:14][C:13]3[C:18](=[C:9]([C:6]4[CH:7]=[CH:8][C:3]([O:2][CH3:1])=[CH:4][CH:5]=4)[CH:10]=[N:11][CH:12]=3)[N:17]=2)=[O:20])[N:57]=1.